This data is from Reaction yield outcomes from USPTO patents with 853,638 reactions. The task is: Predict the reaction yield, written as a fraction of the theoretical maximum amount of product (1.0 means a 100% yield; for example, 0.34 means a 34% yield). The reactants are Cl[CH2:2][C:3]([NH:5][C:6]1[N:7]=[C:8]2[CH:13]=[CH:12][C:11]([O:14][C:15]3[CH:16]=[C:17]([NH:21][C:22](=[O:34])[C:23]4[CH:28]=[CH:27][CH:26]=[C:25]([C:29]5([C:32]#[N:33])[CH2:31][CH2:30]5)[CH:24]=4)[CH:18]=[CH:19][CH:20]=3)=[N:10][N:9]2[CH:35]=1)=[O:4].[CH3:36][N:37]1[CH2:42][CH2:41][NH:40][CH2:39][CH2:38]1.C(=O)([O-])O.[Na+]. The catalyst is C(#N)C. The product is [C:32]([C:29]1([C:25]2[CH:24]=[C:23]([CH:28]=[CH:27][CH:26]=2)[C:22]([NH:21][C:17]2[CH:18]=[CH:19][CH:20]=[C:15]([O:14][C:11]3[CH:12]=[CH:13][C:8]4[N:9]([CH:35]=[C:6]([NH:5][C:3](=[O:4])[CH2:2][N:40]5[CH2:41][CH2:42][N:37]([CH3:36])[CH2:38][CH2:39]5)[N:7]=4)[N:10]=3)[CH:16]=2)=[O:34])[CH2:31][CH2:30]1)#[N:33]. The yield is 0.410.